This data is from Catalyst prediction with 721,799 reactions and 888 catalyst types from USPTO. The task is: Predict which catalyst facilitates the given reaction. (1) Reactant: [CH3:1][O:2][C:3](=[O:53])[NH:4][CH:5]([C:9]([N:11]1[CH2:15][CH2:14][CH2:13][CH:12]1[C:16]1[NH:17][C:18]([C:21]2[CH:26]=[CH:25][C:24]([C:27]3[CH:32]=[CH:31][C:30]([C:33]4[NH:34][C:35]([CH:38]([NH:41][C:42](=[O:52])[CH:43]([NH:47][C:48]([O:50][CH3:51])=[O:49])[CH:44]([CH3:46])[CH3:45])[CH2:39]O)=[N:36][CH:37]=4)=[CH:29][CH:28]=3)=[CH:23][CH:22]=2)=[CH:19][N:20]=1)=[O:10])[CH:6]([CH3:8])[CH3:7].O1CCNC1.[CH:59]1([CH:62]2CN[C@H](C(O)=O)C2)[CH2:61][CH2:60]1.Cl. Product: [CH3:51][O:50][C:48](=[O:49])[NH:47][CH:43]([C:42]([N:41]1[CH:38]([C:35]2[NH:34][C:33]([C:30]3[CH:29]=[CH:28][C:27]([C:24]4[CH:23]=[CH:22][C:21]([C:18]5[NH:17][C:16]([CH:12]6[CH2:13][CH2:14][CH2:15][N:11]6[C:9](=[O:10])[CH:5]([NH:4][C:3]([O:2][CH3:1])=[O:53])[CH:6]([CH3:8])[CH3:7])=[N:20][CH:19]=5)=[CH:26][CH:25]=4)=[CH:32][CH:31]=3)=[CH:37][N:36]=2)[CH2:39][C:59]2([CH2:61][CH2:60]2)[CH2:62]1)=[O:52])[CH:44]([CH3:46])[CH3:45]. The catalyst class is: 12. (2) Reactant: C=O.C(O)(=O)C.[Cl:7][C:8]1[CH:9]=[CH:10][C:11]2[CH2:12][NH:13][CH2:14][CH:15]([C:19]3[CH:24]=[CH:23][C:22]([CH3:25])=[CH:21][N:20]=3)[O:16][C:17]=2[N:18]=1.[C:26]([BH3-])#[N:27].[Na+]. Product: [NH3:13].[Cl:7][C:8]1[CH:9]=[CH:10][C:11]2[CH2:12][N:27]([CH3:26])[CH2:14][CH:15]([C:19]3[CH:24]=[CH:23][C:22]([CH3:25])=[CH:21][N:20]=3)[O:16][C:17]=2[N:18]=1. The catalyst class is: 5. (3) Reactant: CN1CC[CH2:4][C:3]1=[O:7].C(=O)([O-])[O-].[Cs+].[Cs+].C(Cl)(=O)C.[NH2:18][C:19]1[CH:24]=[CH:23][C:22]([CH:25]=[CH:26][C:27]([O:29][CH3:30])=[O:28])=[C:21]([NH:31][C:32]([NH:34][C:35](=[O:45])[C:36]2[CH:41]=[C:40]([F:42])[C:39]([F:43])=[CH:38][C:37]=2[Cl:44])=[O:33])[CH:20]=1. Product: [C:3]([NH:18][C:19]1[CH:24]=[CH:23][C:22]([CH:25]=[CH:26][C:27]([O:29][CH3:30])=[O:28])=[C:21]([NH:31][C:32]([NH:34][C:35](=[O:45])[C:36]2[CH:41]=[C:40]([F:42])[C:39]([F:43])=[CH:38][C:37]=2[Cl:44])=[O:33])[CH:20]=1)(=[O:7])[CH3:4]. The catalyst class is: 6. (4) The catalyst class is: 109. Reactant: [O-]P([O-])([O-])=O.[K+].[K+].[K+].[O:9]1[CH2:14][CH2:13][CH2:12][CH2:11][CH:10]1[N:15]1[C:19](B2OC(C)(C)C(C)(C)O2)=[CH:18][CH:17]=[N:16]1.[Cl:29][C:30]1[C:49](I)=[CH:48][C:33]([C:34]([NH:36][C:37]2[CH:42]=[CH:41][C:40]([O:43][C:44]([F:47])([F:46])[F:45])=[CH:39][CH:38]=2)=[O:35])=[CH:32][N:31]=1. Product: [Cl:29][C:30]1[C:49]([C:19]2[N:15]([CH:10]3[CH2:11][CH2:12][CH2:13][CH2:14][O:9]3)[N:16]=[CH:17][CH:18]=2)=[CH:48][C:33]([C:34]([NH:36][C:37]2[CH:38]=[CH:39][C:40]([O:43][C:44]([F:45])([F:46])[F:47])=[CH:41][CH:42]=2)=[O:35])=[CH:32][N:31]=1.